Regression. Given a peptide amino acid sequence and an MHC pseudo amino acid sequence, predict their binding affinity value. This is MHC class I binding data. From a dataset of Peptide-MHC class I binding affinity with 185,985 pairs from IEDB/IMGT. (1) The peptide sequence is AYSSWMYSY. The MHC is HLA-B53:01 with pseudo-sequence HLA-B53:01. The binding affinity (normalized) is 0.0656. (2) The peptide sequence is SQLVSTAWA. The MHC is HLA-B18:01 with pseudo-sequence HLA-B18:01. The binding affinity (normalized) is 0.0847. (3) The peptide sequence is CLMMILPAAL. The MHC is HLA-A02:03 with pseudo-sequence HLA-A02:03. The binding affinity (normalized) is 0.661. (4) The peptide sequence is GSPGDLQTLAL. The MHC is HLA-A31:01 with pseudo-sequence HLA-A31:01. The binding affinity (normalized) is 0. (5) The peptide sequence is EECDSELEI. The MHC is HLA-B18:01 with pseudo-sequence HLA-B18:01. The binding affinity (normalized) is 0.213. (6) The peptide sequence is YNYSLTLEW. The MHC is HLA-B40:01 with pseudo-sequence HLA-B40:01. The binding affinity (normalized) is 0.213.